Dataset: Forward reaction prediction with 1.9M reactions from USPTO patents (1976-2016). Task: Predict the product of the given reaction. (1) The product is: [Cl:24][C:25]1[CH:33]=[CH:32][CH:31]=[C:30]([Cl:34])[C:26]=1[C:27]([N:1]1[C:9]2[CH:8]=[C:7]([N:10]([C:16]([CH3:23])([CH2:18][C:19]([CH3:22])([CH3:21])[CH3:20])[CH3:17])[C:11]([CH:13]3[CH2:14][CH2:15]3)=[O:12])[N:6]=[CH:5][C:4]=2[CH:3]=[CH:2]1)=[O:28]. Given the reactants [NH:1]1[C:9]2[CH:8]=[C:7]([N:10]([C:16]([CH3:23])([CH2:18][C:19]([CH3:22])([CH3:21])[CH3:20])[CH3:17])[C:11]([CH:13]3[CH2:15][CH2:14]3)=[O:12])[N:6]=[CH:5][C:4]=2[CH:3]=[CH:2]1.[Cl:24][C:25]1[CH:33]=[CH:32][CH:31]=[C:30]([Cl:34])[C:26]=1[C:27](Cl)=[O:28].ClC1C=CC=C(Cl)C=1C(N1C2C=CN=CC=2C=C1)=O, predict the reaction product. (2) Given the reactants [OH:1][C@@H:2]1[CH2:7][CH2:6][CH2:5][CH2:4][C@H:3]1[N:8]1[CH2:12][CH2:11][C@@H:10]([NH:13][C:14](=[O:20])[O:15][C:16]([CH3:19])([CH3:18])[CH3:17])[CH2:9]1.[H-].[Na+].[CH2:23](Br)[C:24]1[CH:29]=[CH:28][CH:27]=[CH:26][CH:25]=1.O, predict the reaction product. The product is: [C:16]([O:15][C:14](=[O:20])[NH:13][C@@H:10]1[CH2:11][CH2:12][N:8]([C@@H:3]2[CH2:4][CH2:5][CH2:6][CH2:7][C@H:2]2[O:1][CH2:23][C:24]2[CH:29]=[CH:28][CH:27]=[CH:26][CH:25]=2)[CH2:9]1)([CH3:17])([CH3:19])[CH3:18]. (3) Given the reactants [CH3:1][N:2]1[C:6]2=[N:7][CH:8]=[C:9]([C:11]([F:14])([F:13])[F:12])[CH:10]=[C:5]2[NH:4][C:3]1=O.P(Cl)(Cl)([Cl:18])=O.C(=O)(O)[O-].[Na+], predict the reaction product. The product is: [Cl:18][C:3]1[N:2]([CH3:1])[C:6]2=[N:7][CH:8]=[C:9]([C:11]([F:14])([F:13])[F:12])[CH:10]=[C:5]2[N:4]=1.